Dataset: Forward reaction prediction with 1.9M reactions from USPTO patents (1976-2016). Task: Predict the product of the given reaction. Given the reactants [Cl:1][C:2]1[N:9]=[C:8](Cl)[CH:7]=[CH:6][C:3]=1[C:4]#[N:5].[C:11]1(B(O)O)[C:20]2[C:15](=[CH:16][CH:17]=[CH:18][CH:19]=2)[CH:14]=[CH:13][CH:12]=1.C(=O)([O-])[O-].[Na+].[Na+].O, predict the reaction product. The product is: [Cl:1][C:2]1[N:9]=[C:8]([C:19]2[C:20]3[C:15](=[CH:14][CH:13]=[CH:12][CH:11]=3)[CH:16]=[CH:17][CH:18]=2)[CH:7]=[CH:6][C:3]=1[C:4]#[N:5].